Dataset: Peptide-MHC class II binding affinity with 134,281 pairs from IEDB. Task: Regression. Given a peptide amino acid sequence and an MHC pseudo amino acid sequence, predict their binding affinity value. This is MHC class II binding data. (1) The binding affinity (normalized) is 0.296. The MHC is HLA-DQA10401-DQB10402 with pseudo-sequence HLA-DQA10401-DQB10402. The peptide sequence is KVFLTQMNARGVKVK. (2) The peptide sequence is AGIMIFDPYGATISA. The MHC is DRB5_0101 with pseudo-sequence DRB5_0101. The binding affinity (normalized) is 0.270. (3) The peptide sequence is IVGRGDSRLTYQWHK. The MHC is DRB1_0404 with pseudo-sequence DRB1_0404. The binding affinity (normalized) is 0. (4) The peptide sequence is LADKRPTAWFLPSIR. The MHC is DRB1_0901 with pseudo-sequence DRB1_0901. The binding affinity (normalized) is 0.631. (5) The peptide sequence is PRFLEQVKHECHF. The MHC is DRB3_0101 with pseudo-sequence DRB3_0101. The binding affinity (normalized) is 0.295.